From a dataset of Full USPTO retrosynthesis dataset with 1.9M reactions from patents (1976-2016). Predict the reactants needed to synthesize the given product. (1) The reactants are: [CH3:1][C:2](=O)[CH2:3][C:4](=O)[CH3:5].[NH2:8][C:9]1[N:13]=[C:12]([SH:14])[NH:11][N:10]=1.N1CCCCC1. Given the product [CH3:1][C:2]1[CH:3]=[C:4]([CH3:5])[N:10]2[N:11]=[C:12]([SH:14])[N:13]=[C:9]2[N:8]=1, predict the reactants needed to synthesize it. (2) The reactants are: [CH:1]12B[CH:5]([CH2:6][CH2:7][CH2:8]1)[CH2:4][CH2:3][CH2:2]2.[CH2:10]([N:17]1[CH2:22][CH2:21][N:20]([CH2:23][C:24]2[CH:29]=[CH:28][CH:27]=[CH:26][CH:25]=2)[CH2:19][C@@H:18]1[CH:30]=[CH2:31])[C:11]1[CH:16]=[CH:15][CH:14]=[CH:13][CH:12]=1.C1(P(C2C=CC=CC=2)C2C=CC=CC=2)C=CC=CC=1.BrC=CC1C=CC=CC=1.[OH-].[Na+]. Given the product [CH2:10]([N:17]1[CH2:22][CH2:21][N:20]([CH2:23][C:24]2[CH:29]=[CH:28][CH:27]=[CH:26][CH:25]=2)[CH2:19][C@@H:18]1[CH2:30][CH2:31][CH:1]=[CH:8][C:7]1[CH:2]=[CH:3][CH:4]=[CH:5][CH:6]=1)[C:11]1[CH:12]=[CH:13][CH:14]=[CH:15][CH:16]=1, predict the reactants needed to synthesize it. (3) The reactants are: [F-].C([N+](CCCC)(CCCC)CCCC)CCC.[Si]([O:26][C@@H:27]([CH2:37][O:38][CH3:39])[C:28]([NH:30][C:31]1[S:35][N:34]=[C:33]([CH3:36])[N:32]=1)=[O:29])(C(C)(C)C)(C)C. Given the product [OH:26][C@@H:27]([CH2:37][O:38][CH3:39])[C:28]([NH:30][C:31]1[S:35][N:34]=[C:33]([CH3:36])[N:32]=1)=[O:29], predict the reactants needed to synthesize it. (4) Given the product [NH2:1][C:2]1[N:7]=[C:6]([N:8]2[C@H:13]([CH3:14])[CH2:12][O:11][C@H:10]([CH2:15][NH:16][C:17](=[O:24])[C:18]3[CH:23]=[CH:22][CH:21]=[CH:20][CH:19]=3)[CH2:9]2)[CH:5]=[C:4]([C:25]2[CH:26]=[C:27]3[C:28]([C:31]([NH2:32])=[N:35][NH:36]3)=[CH:29][CH:30]=2)[N:3]=1, predict the reactants needed to synthesize it. The reactants are: [NH2:1][C:2]1[N:7]=[C:6]([N:8]2[C@H:13]([CH3:14])[CH2:12][O:11][C@H:10]([CH2:15][NH:16][C:17](=[O:24])[C:18]3[CH:23]=[CH:22][CH:21]=[CH:20][CH:19]=3)[CH2:9]2)[CH:5]=[C:4]([C:25]2[CH:30]=[CH:29][C:28]([C:31]#[N:32])=[C:27](F)[CH:26]=2)[N:3]=1.O.[NH2:35][NH2:36].C([O-])(O)=O.[Na+]. (5) Given the product [NH2:29][C:27]1[CH:26]=[C:25]([C:32]([N:35]2[C:40](=[O:41])[CH:39]=[CH:38][CH:37]=[N:36]2)([CH3:33])[CH3:34])[CH:24]=[C:23]([Cl:22])[CH:28]=1, predict the reactants needed to synthesize it. The reactants are: BrC1C=C(C=C(C(C2C=CC=C(OC(F)F)C=2)(C)C)C=1)N.[Cl:22][C:23]1[CH:24]=[C:25]([C:32]([N:35]2[C:40](=[O:41])[CH:39]=[CH:38][CH:37]=[N:36]2)([CH3:34])[CH3:33])[CH:26]=[C:27]([N+:29]([O-])=O)[CH:28]=1. (6) Given the product [CH3:17][O:15][C:14]([C:10]1[C:9]([S:8][C:5]2[CH:4]=[CH:3][C:2]([Cl:1])=[CH:7][CH:6]=2)=[CH:13][S:12][CH:11]=1)=[O:16], predict the reactants needed to synthesize it. The reactants are: [Cl:1][C:2]1[CH:7]=[CH:6][C:5]([S:8][C:9]2[C:10]([C:14]([OH:16])=[O:15])=[CH:11][S:12][CH:13]=2)=[CH:4][CH:3]=1.[C:17](=O)([O-])O.[Na+].IC.CN(C)C=O.